Dataset: Forward reaction prediction with 1.9M reactions from USPTO patents (1976-2016). Task: Predict the product of the given reaction. (1) Given the reactants C([O:4][C:5]1[CH:10]=[C:9]([N+:11]([O-:13])=[O:12])[CH:8]=[CH:7][C:6]=1[CH2:14]Br)(=O)C.C([O-])([O-])=[O:17].[Ca+2], predict the reaction product. The product is: [OH:4][C:5]1[CH:10]=[C:9]([N+:11]([O-:13])=[O:12])[CH:8]=[CH:7][C:6]=1[CH2:14][OH:17]. (2) The product is: [C:62]([C:2]1[CH:11]=[CH:10][CH:9]=[C:8]2[C:3]=1[CH:4]=[C:5]([C:22]1[CH:27]=[CH:26][CH:25]=[CH:24][N:23]=1)[C:6]([CH:12]([NH:14][C:15](=[O:21])[O:16][C:17]([CH3:20])([CH3:19])[CH3:18])[CH3:13])=[N:7]2)#[N:63]. Given the reactants Cl[C:2]1[CH:11]=[CH:10][CH:9]=[C:8]2[C:3]=1[CH:4]=[C:5]([C:22]1[CH:27]=[CH:26][CH:25]=[CH:24][N:23]=1)[C:6]([CH:12]([NH:14][C:15](=[O:21])[O:16][C:17]([CH3:20])([CH3:19])[CH3:18])[CH3:13])=[N:7]2.C1(P(C2CCCCC2)C2C=CC=CC=2C2C(CCC)=CC(CCC)=CC=2CCC)CCCCC1.[C:62]([Sn](CCCC)(CCCC)CCCC)#[N:63], predict the reaction product. (3) Given the reactants C(OO)(C)(C)C.[Br:7][C:8]1[CH:9]=[C:10]([C:14]2([C:22]3[CH:31]=[CH:30][C:29]4[CH2:28][CH2:27][CH2:26][CH2:25][C:24]=4[CH:23]=3)[NH:18][C:17](=S)[N:16]([CH3:20])[C:15]2=[O:21])[CH:11]=[CH:12][CH:13]=1.CO.[OH-].[NH4+:35], predict the reaction product. The product is: [NH2:35][CH:17]1[N:16]([CH3:20])[C:15](=[O:21])[C:14]([C:10]2[CH:11]=[CH:12][CH:13]=[C:8]([Br:7])[CH:9]=2)([C:22]2[CH:31]=[CH:30][C:29]3[CH2:28][CH2:27][CH2:26][CH2:25][C:24]=3[CH:23]=2)[NH:18]1. (4) Given the reactants [C:1]12([C:11]3[N:16]=[C:15]([C:17]4[CH:22]=[CH:21][C:20](Br)=[CH:19][CH:18]=4)[CH:14]=[CH:13][N:12]=3)[CH2:10][CH:5]3[CH2:6][CH:7]([CH2:9][CH:3]([CH2:4]3)[CH2:2]1)[CH2:8]2.CN([CH:27]=[O:28])C, predict the reaction product. The product is: [C:1]12([C:11]3[N:16]=[C:15]([C:17]4[CH:22]=[CH:21][C:20]([CH:27]=[O:28])=[CH:19][CH:18]=4)[CH:14]=[CH:13][N:12]=3)[CH2:10][CH:5]3[CH2:6][CH:7]([CH2:9][CH:3]([CH2:4]3)[CH2:2]1)[CH2:8]2. (5) Given the reactants [OH:1][C:2]1[CH:3]=[C:4]2[C:9](=[CH:10][CH:11]=1)[C:8](=[O:12])[O:7][CH:6]=[CH:5]2.[O:13]1[CH2:17][CH2:16][CH2:15][C@H:14]1[CH2:18]OS(C)(=O)=O.C(=O)([O-])[O-].[Cs+].[Cs+].O, predict the reaction product. The product is: [O:13]1[CH2:17][CH2:16][CH2:15][C@H:14]1[CH2:18][O:1][C:2]1[CH:3]=[C:4]2[C:9](=[CH:10][CH:11]=1)[C:8](=[O:12])[O:7][CH:6]=[CH:5]2.